From a dataset of Catalyst prediction with 721,799 reactions and 888 catalyst types from USPTO. Predict which catalyst facilitates the given reaction. (1) The catalyst class is: 147. Product: [CH:1]1([CH2:6][CH2:7][C:8]2[N:16]([C:17]3[CH:25]=[CH:24][C:20]([CH2:21][CH2:22][NH:23][CH2:54][C@H:52]([OH:53])[CH2:51][O:50][C:47]4[CH:48]=[CH:49][C:44]([OH:43])=[CH:45][CH:46]=4)=[CH:19][CH:18]=3)[C:11]3=[N:12][CH:13]=[CH:14][CH:15]=[C:10]3[N:9]=2)[CH2:5][CH2:4][CH2:3][CH2:2]1. Reactant: [CH:1]1([CH2:6][CH2:7][C:8]2[N:16]([C:17]3[CH:25]=[CH:24][C:20]([CH2:21][CH2:22][NH2:23])=[CH:19][CH:18]=3)[C:11]3=[N:12][CH:13]=[CH:14][CH:15]=[C:10]3[N:9]=2)[CH2:5][CH2:4][CH2:3][CH2:2]1.C([Si]([O:43][C:44]1[CH:49]=[CH:48][C:47]([O:50][CH2:51][CH:52]2[CH2:54][O:53]2)=[CH:46][CH:45]=1)(C1C=CC=CC=1)C1C=CC=CC=1)(C)(C)C. (2) Reactant: [CH3:1][C:2]1[CH:17]=[N:16][C:5]2[NH:6][C:7]3[CH2:8][CH2:9][N:10]4[CH:14]([C:15]=3[C:4]=2[CH:3]=1)[CH2:13][CH2:12][CH2:11]4.[H-].[Na+].Cl[CH2:21][C:22]([N:24]1[CH2:29][CH2:28][CH2:27][CH2:26][CH2:25]1)=[O:23]. Product: [CH3:1][C:2]1[CH:17]=[N:16][C:5]2[N:6]([CH2:21][C:22]([N:24]3[CH2:29][CH2:28][CH2:27][CH2:26][CH2:25]3)=[O:23])[C:7]3[CH2:8][CH2:9][N:10]4[CH:14]([C:15]=3[C:4]=2[CH:3]=1)[CH2:13][CH2:12][CH2:11]4. The catalyst class is: 18.